This data is from Forward reaction prediction with 1.9M reactions from USPTO patents (1976-2016). The task is: Predict the product of the given reaction. Given the reactants C([Li])CCC.[S:6]1[CH2:10][CH2:9][S:8][CH:7]1[C:11]([O:13][CH2:14][CH3:15])=[O:12].Br[CH2:17][CH2:18][CH2:19][C:20]#[N:21], predict the reaction product. The product is: [C:20]([CH2:19][CH2:18][CH2:17][C:7]1([C:11]([O:13][CH2:14][CH3:15])=[O:12])[S:8][CH2:9][CH2:10][S:6]1)#[N:21].